Dataset: Forward reaction prediction with 1.9M reactions from USPTO patents (1976-2016). Task: Predict the product of the given reaction. (1) Given the reactants Cl.[NH2:2][CH2:3][CH2:4][C:5]1[C:13]2[C:8](=[CH:9][CH:10]=[C:11]([O:14][CH3:15])[CH:12]=2)[NH:7][C:6]=1[C:16]([NH:18][CH3:19])=[O:17].C(N(C(C)C)CC)(C)C.[C:29](Cl)(=[O:32])[CH2:30][CH3:31], predict the reaction product. The product is: [CH3:15][O:14][C:11]1[CH:12]=[C:13]2[C:8](=[CH:9][CH:10]=1)[NH:7][C:6]([C:16]([NH:18][CH3:19])=[O:17])=[C:5]2[CH2:4][CH2:3][NH:2][C:29](=[O:32])[CH2:30][CH3:31]. (2) Given the reactants C[O:2][C:3]([C:5]1[O:6][C:7]([CH3:19])=[C:8]([CH2:10][O:11][C:12]2[CH:17]=[CH:16][C:15](I)=[CH:14][CH:13]=2)[CH:9]=1)=[O:4].[C:20]([C:23]1[CH:28]=[CH:27][C:26](B(O)O)=[CH:25][CH:24]=1)(=[O:22])[CH3:21].CN(C)C=O.C([O-])(=O)C.[K+], predict the reaction product. The product is: [C:20]([C:23]1[CH:28]=[CH:27][C:26]([C:15]2[CH:16]=[CH:17][C:12]([O:11][CH2:10][C:8]3[CH:9]=[C:5]([C:3]([OH:2])=[O:4])[O:6][C:7]=3[CH3:19])=[CH:13][CH:14]=2)=[CH:25][CH:24]=1)(=[O:22])[CH3:21].